Dataset: Forward reaction prediction with 1.9M reactions from USPTO patents (1976-2016). Task: Predict the product of the given reaction. Given the reactants [CH3:1][C:2]([NH:4][C@H:5]1[C@H:10]([C@H:11]([O:22][C:23]([CH3:25])=[O:24])[C@H:12]([O:18][C:19]([CH3:21])=[O:20])[CH2:13][O:14][C:15]([CH3:17])=[O:16])[O:9][C:8]([C:26]([O:28][CH3:29])=[O:27])=[C:7]([CH2:30][CH:31]=[CH2:32])[C@@H:6]1[O:33][C:34]([CH3:36])=[O:35])=[O:3].B1C2CCCC1CCC2.B(O)O.[OH:49]O.[OH-].[Na+].[CH2:53]1[CH2:57][O:56]CC1, predict the reaction product. The product is: [C:2]([NH:4][C@H:5]1[C@H:10]([C@@H:11]([C@@H:12]([CH2:13][O:14][C:15](=[O:16])[CH3:17])[O:18][C:19](=[O:20])[CH3:21])[O:22][C:23](=[O:24])[CH3:25])[O:9][C:8]([C:26]([O:28][CH3:29])=[O:27])=[C:7]([CH2:30][CH2:31][CH2:32][O:56][C:57](=[O:49])[CH3:53])[C@@H:6]1[O:33][C:34](=[O:35])[CH3:36])(=[O:3])[CH3:1].